This data is from Full USPTO retrosynthesis dataset with 1.9M reactions from patents (1976-2016). The task is: Predict the reactants needed to synthesize the given product. (1) Given the product [Br:39][C:40]1[CH:41]=[C:42]2[C:46](=[CH:47][CH:48]=1)[C:45]([CH2:6][C:7]1[N:8]([C:20]([C:33]3[CH:38]=[CH:37][CH:36]=[CH:35][CH:34]=3)([C:27]3[CH:28]=[CH:29][CH:30]=[CH:31][CH:32]=3)[C:21]3[CH:22]=[CH:23][CH:24]=[CH:25][CH:26]=3)[CH:9]=[C:10]([CH2:12][C:13]3([C:16]([F:17])([F:18])[F:19])[CH2:14][CH2:15]3)[N:11]=1)([OH:49])[CH2:44][CH2:43]2, predict the reactants needed to synthesize it. The reactants are: C([Li])CCC.[CH3:6][C:7]1[N:8]([C:20]([C:33]2[CH:38]=[CH:37][CH:36]=[CH:35][CH:34]=2)([C:27]2[CH:32]=[CH:31][CH:30]=[CH:29][CH:28]=2)[C:21]2[CH:26]=[CH:25][CH:24]=[CH:23][CH:22]=2)[CH:9]=[C:10]([CH2:12][C:13]2([C:16]([F:19])([F:18])[F:17])[CH2:15][CH2:14]2)[N:11]=1.[Br:39][C:40]1[CH:41]=[C:42]2[C:46](=[CH:47][CH:48]=1)[C:45](=[O:49])[CH2:44][CH2:43]2. (2) The reactants are: N[C@@H]1CC[C@@H](CC(OC)=O)C[C@H]1C1C=CC([Cl:19])=CC=1.[CH:20]1([CH2:25][N:26]([CH2:48][CH:49]2[CH2:53][CH2:52][CH2:51][CH2:50]2)[C@@H:27]2[CH2:32][CH2:31][C@@H:30]([CH2:33][C:34]([O:36][CH3:37])=[O:35])[CH2:29][C@H:28]2[C:38]2[CH:43]=[CH:42][C:41](C(F)(F)F)=[CH:40][CH:39]=2)[CH2:24][CH2:23][CH2:22][CH2:21]1. Given the product [CH:20]1([CH2:25][N:26]([CH2:48][CH:49]2[CH2:53][CH2:52][CH2:51][CH2:50]2)[C@@H:27]2[CH2:32][CH2:31][C@@H:30]([CH2:33][C:34]([O:36][CH3:37])=[O:35])[CH2:29][C@H:28]2[C:38]2[CH:43]=[CH:42][C:41]([Cl:19])=[CH:40][CH:39]=2)[CH2:24][CH2:23][CH2:22][CH2:21]1, predict the reactants needed to synthesize it. (3) Given the product [Br:10][C:11]1[CH:18]=[CH:17][CH:16]=[CH:15][C:12]=1[CH2:13][N:7]1[C:6](=[O:8])[C:5]([F:9])=[CH:4][N:3]=[C:2]1[Cl:1], predict the reactants needed to synthesize it. The reactants are: [Cl:1][C:2]1[NH:7][C:6](=[O:8])[C:5]([F:9])=[CH:4][N:3]=1.[Br:10][C:11]1[CH:18]=[CH:17][CH:16]=[CH:15][C:12]=1[CH2:13]Br. (4) Given the product [CH3:1][O:2][C:3]([C:5]1[C:13]2[N:12]=[C:11]([NH:14][CH2:15][CH:16]3[CH2:21][CH2:20][N:19]([CH2:25][C:24]4[CH:27]=[C:28]([Cl:32])[CH:29]=[C:30]([Cl:31])[C:23]=4[OH:22])[CH2:18][CH2:17]3)[NH:10][C:9]=2[CH:8]=[CH:7][CH:6]=1)=[O:4], predict the reactants needed to synthesize it. The reactants are: [CH3:1][O:2][C:3]([C:5]1[C:13]2[N:12]=[C:11]([NH:14][CH2:15][CH:16]3[CH2:21][CH2:20][NH:19][CH2:18][CH2:17]3)[NH:10][C:9]=2[CH:8]=[CH:7][CH:6]=1)=[O:4].[OH:22][C:23]1[C:30]([Cl:31])=[CH:29][C:28]([Cl:32])=[CH:27][C:24]=1[CH:25]=O.C(O[BH-](OC(=O)C)OC(=O)C)(=O)C.[Na+].CO.